This data is from Forward reaction prediction with 1.9M reactions from USPTO patents (1976-2016). The task is: Predict the product of the given reaction. (1) Given the reactants [CH3:1][N:2]([CH3:11])[C:3]1[CH:10]=[CH:9][C:6]([CH:7]=[O:8])=[CH:5][CH:4]=1.[Br-:12].[Br-].[Br-].[NH+]1C=CC=CC=1.[NH+]1C=CC=CC=1.[NH+]1C=CC=CC=1, predict the reaction product. The product is: [Br:12][C:4]1[CH:5]=[C:6]([CH:9]=[CH:10][C:3]=1[N:2]([CH3:11])[CH3:1])[CH:7]=[O:8]. (2) The product is: [C:21]([C:20]1[CH:23]=[CH:24][C:17]([N:11]2[C:12](=[O:16])[C:13]([CH3:14])([CH3:15])[N:9]([C:4]3[CH:5]=[CH:6][C:7]([O:8][C:31]4[CH:39]=[CH:38][CH:37]=[CH:36][C:32]=4[C:33]([OH:35])=[O:34])=[C:2]([F:1])[CH:3]=3)[C:10]2=[S:29])=[CH:18][C:19]=1[C:25]([F:26])([F:27])[F:28])#[N:22]. Given the reactants [F:1][C:2]1[CH:3]=[C:4]([N:9]2[C:13]([CH3:15])([CH3:14])[C:12](=[O:16])[N:11]([C:17]3[CH:24]=[CH:23][C:20]([C:21]#[N:22])=[C:19]([C:25]([F:28])([F:27])[F:26])[CH:18]=3)[C:10]2=[S:29])[CH:5]=[CH:6][C:7]=1[OH:8].I[C:31]1[CH:39]=[CH:38][CH:37]=[CH:36][C:32]=1[C:33]([OH:35])=[O:34].N1C2C(=CC=C3C=2N=CC=C3)C=CC=1.C(=O)([O-])[O-].[Cs+].[Cs+].Cl, predict the reaction product. (3) The product is: [CH2:16]([C:10]1[CH:9]=[C:8]([F:11])[CH:7]=[C:6]([Br:12])[C:5]=1[OH:4])[CH:13]=[CH2:14]. Given the reactants C([O:4][C:5]1[CH:10]=[CH:9][C:8]([F:11])=[CH:7][C:6]=1[Br:12])C=C.[CH2:13]([C:16]1C(C(F)(F)F)=CC=C(Cl)C=1O)[CH:14]=C, predict the reaction product. (4) The product is: [F:13][C:14]([F:25])([F:24])[C:15]([C:8]1[C:7]2[C:11](=[CH:12][C:4]([N+:1]([O-:3])=[O:2])=[CH:5][CH:6]=2)[NH:10][CH:9]=1)=[O:16]. Given the reactants [N+:1]([C:4]1[CH:12]=[C:11]2[C:7]([CH:8]=[CH:9][NH:10]2)=[CH:6][CH:5]=1)([O-:3])=[O:2].[F:13][C:14]([F:25])([F:24])[C:15](O[C:15](=[O:16])[C:14]([F:25])([F:24])[F:13])=[O:16].O, predict the reaction product. (5) Given the reactants [NH2:1][C:2]1[S:3][CH:4]=[C:5]2[C:10]=1[C:9](=[O:11])[N:8]([C:12]1[CH:17]=[CH:16][C:15](Cl)=[CH:14][CH:13]=1)[N:7]=[C:6]2[C:19]([O:21][CH2:22][CH3:23])=[O:20].[Br:24]C1C=CC(N2C(=O)C(C#N)=C(C)C(C(OCC)=O)=N2)=CC=1, predict the reaction product. The product is: [NH2:1][C:2]1[S:3][CH:4]=[C:5]2[C:10]=1[C:9](=[O:11])[N:8]([C:12]1[CH:17]=[CH:16][C:15]([Br:24])=[CH:14][CH:13]=1)[N:7]=[C:6]2[C:19]([O:21][CH2:22][CH3:23])=[O:20]. (6) Given the reactants [Si](O[CH2:9][CH2:10][C:11]([C:14]1[NH:15][C:16]2[C:21]([CH:22]=1)=[CH:20][C:19]([N+:23]([O-:25])=[O:24])=[C:18]([F:26])[CH:17]=2)([CH3:13])[CH3:12])(C(C)(C)C)(C)C.CC1C=CC(S(OC[C@@H]2COC(C)(C)O2)(=O)=O)=CC=1.C([O-])([O-])=O.[Cs+].[Cs+], predict the reaction product. The product is: [F:26][C:18]1[C:19]([N+:23]([O-:25])=[O:24])=[CH:20][C:21]2[CH:22]=[C:14]3[C:11]([CH3:13])([CH3:12])[CH2:10][CH2:9][N:15]3[C:16]=2[CH:17]=1. (7) The product is: [F:39][C:40]1[CH:41]=[C:42]([CH:67]=[C:68]([F:72])[C:69]=1[O:70][CH3:71])[CH2:43][N:44]1[C:49]2[CH:50]=[C:51]([C:53]3[CH:54]=[CH:55][CH:56]=[CH:57][CH:58]=3)[S:52][C:48]=2[C:47](=[O:59])[N:46]([CH:60]2[CH2:65][CH2:64][N:63]([C:28]([C:27]3[CH:31]=[CH:32][CH:33]=[C:25]([C:19]4[C:20]5[CH:21]=[C:22]([O:23][CH3:24])[C:13]([O:12][CH2:10][CH3:11])=[CH:14][C:15]=5[C@H:16]5[CH2:37][S:36][CH2:35][CH2:34][C@H:17]5[N:18]=4)[CH:26]=3)=[O:30])[CH2:62][CH2:61]2)[C:45]1=[O:66]. Given the reactants CCN(C(C)C)C(C)C.[CH2:10]([O:12][C:13]1[C:22]([O:23][CH3:24])=[CH:21][C:20]2[C:19]([C:25]3[CH:26]=[C:27]([CH:31]=[CH:32][CH:33]=3)[C:28]([OH:30])=O)=[N:18][C@@H:17]3[CH2:34][CH2:35][S:36][CH2:37][C@@H:16]3[C:15]=2[CH:14]=1)[CH3:11].Cl.[F:39][C:40]1[CH:41]=[C:42]([CH:67]=[C:68]([F:72])[C:69]=1[O:70][CH3:71])[CH2:43][N:44]1[C:49]2[CH:50]=[C:51]([C:53]3[CH:58]=[CH:57][CH:56]=[CH:55][CH:54]=3)[S:52][C:48]=2[C:47](=[O:59])[N:46]([CH:60]2[CH2:65][CH2:64][NH:63][CH2:62][CH2:61]2)[C:45]1=[O:66].CN(C(ON1N=NC2C=CC=CC1=2)=[N+](C)C)C.F[P-](F)(F)(F)(F)F, predict the reaction product.